The task is: Predict which catalyst facilitates the given reaction.. This data is from Catalyst prediction with 721,799 reactions and 888 catalyst types from USPTO. (1) Reactant: N[C:2]1[CH:3]=[C:4]([C:8]2[CH:24]=[CH:23][C:11]([O:12][CH:13]([CH3:22])[CH2:14][NH:15][S:16]([CH:19]([CH3:21])[CH3:20])(=[O:18])=[O:17])=[CH:10][CH:9]=2)[CH:5]=[CH:6][CH:7]=1.[CH2:25]([N:27](CC)CC)[CH3:26].C(Cl)(=[O:34])C. Product: [CH3:22][CH:13]([O:12][C:11]1[CH:23]=[CH:24][C:8]([C:4]2[CH:5]=[CH:6][C:7]([NH:27][C:25](=[O:34])[CH3:26])=[CH:2][CH:3]=2)=[CH:9][CH:10]=1)[CH2:14][NH:15][S:16]([CH:19]([CH3:21])[CH3:20])(=[O:18])=[O:17]. The catalyst class is: 2. (2) Reactant: [NH2:1][C:2]1[CH:7]=[CH:6][CH:5]=[CH:4][CH:3]=1.[Cl-].[Al+3].[Cl-].[Cl-].[C:12]1([C:29]2[CH:34]=[CH:33][CH:32]=[CH:31][CH:30]=2)[CH:17]=[CH:16][CH:15]=[CH:14][C:13]=1[C:18]1O[C:20]([C:23]2[CH:28]=[CH:27][CH:26]=[CH:25][CH:24]=2)=[N:21][N:22]=1. Product: [C:12]1([C:29]2[CH:30]=[CH:31][CH:32]=[CH:33][CH:34]=2)[CH:17]=[CH:16][CH:15]=[CH:14][C:13]=1[C:18]1[N:1]([C:2]2[CH:7]=[CH:6][CH:5]=[CH:4][CH:3]=2)[C:20]([C:23]2[CH:24]=[CH:25][CH:26]=[CH:27][CH:28]=2)=[N:21][N:22]=1. The catalyst class is: 60. (3) Reactant: [Cl:1][C:2]1[CH:7]=[CH:6][CH:5]=[CH:4][C:3]=1[C:8]1[N:9]=[N:10][N:11]([CH3:16])[C:12]=1[C:13](=[O:15])[CH3:14].CC(OCC1C2C(=CC=CC=2)C(COC(C)=O)=C2C=1C=CC=C2)=O.[Br:41]Br. Product: [Br:41][CH2:14][C:13]([C:12]1[N:11]([CH3:16])[N:10]=[N:9][C:8]=1[C:3]1[CH:4]=[CH:5][CH:6]=[CH:7][C:2]=1[Cl:1])=[O:15]. The catalyst class is: 22. (4) Reactant: [Cl:1][C:2]1[C:10]2[S:9][C:8]([CH:11]=[N:12][S:13]([C:16]3[CH:26]=[CH:25][C:19]4[O:20][CH2:21][CH2:22][CH2:23][O:24][C:18]=4[CH:17]=3)(=[O:15])=[O:14])=[CH:7][C:6]=2[CH:5]=[CH:4][CH:3]=1.O1CCCC1.Br[Mg][C:34]1[CH:39]=[CH:38][CH:37]=[CH:36][CH:35]=1.C(=O)(O)[O-].[Na+]. Product: [Cl:1][C:2]1[C:10]2[S:9][C:8]([CH:11]([C:34]3[CH:39]=[CH:38][CH:37]=[CH:36][CH:35]=3)[NH:12][S:13]([C:16]3[CH:26]=[CH:25][C:19]4[O:20][CH2:21][CH2:22][CH2:23][O:24][C:18]=4[CH:17]=3)(=[O:15])=[O:14])=[CH:7][C:6]=2[CH:5]=[CH:4][CH:3]=1. The catalyst class is: 13. (5) Reactant: C[O:2][C:3](=O)[CH2:4][C:5]1[C:6](=[O:12])[NH:7][NH:8][C:9](=[O:11])[CH:10]=1.[H-].[Al+3].[Li+].[H-].[H-].[H-].[OH-].[Na+].Cl. Product: [OH:2][CH2:3][CH2:4][C:5]1[C:6](=[O:12])[NH:7][NH:8][C:9](=[O:11])[CH:10]=1. The catalyst class is: 1.